Dataset: Forward reaction prediction with 1.9M reactions from USPTO patents (1976-2016). Task: Predict the product of the given reaction. (1) The product is: [Cl:1][C:2]1[CH:7]=[CH:6][CH:5]=[CH:4][C:3]=1/[CH:8]=[CH:9]/[C:10]1[CH:22]=[CH:21][C:13]([C:14]([OH:16])=[O:15])=[C:12]([NH:23][C:24]2[CH:25]=[CH:26][C:27]([F:30])=[CH:28][CH:29]=2)[CH:11]=1. Given the reactants [Cl:1][C:2]1[CH:7]=[CH:6][CH:5]=[CH:4][C:3]=1/[CH:8]=[CH:9]/[C:10]1[CH:22]=[CH:21][C:13]([C:14]([O:16]C(C)(C)C)=[O:15])=[C:12]([NH:23][C:24]2[CH:29]=[CH:28][C:27]([F:30])=[CH:26][CH:25]=2)[CH:11]=1, predict the reaction product. (2) Given the reactants [O:1]1[CH2:6][CH2:5][C:4](=[O:7])[CH2:3][CH2:2]1.[CH:8]1([O:13][CH2:14][C:15](Cl)=[O:16])[CH2:12][CH2:11][CH2:10][CH2:9]1, predict the reaction product. The product is: [CH:8]1([O:13][CH2:14][C:15]([CH:3]2[C:4](=[O:7])[CH2:5][CH2:6][O:1][CH2:2]2)=[O:16])[CH2:12][CH2:11][CH2:10][CH2:9]1. (3) The product is: [OH:7][C:1]1[CH:6]=[CH:5][C:4]([C:8]2([C:33]3[CH:27]=[CH:28][C:29]([OH:31])=[CH:37][CH:32]=3)[C:18]3=[C:19]4[C:14](=[CH:15][CH:16]=[CH:17]3)[CH:13]=[CH:12][CH:11]=[C:10]4[CH2:9]2)=[CH:3][CH:2]=1. Given the reactants [C:1]1([OH:7])[CH:6]=[CH:5][CH:4]=[CH:3][CH:2]=1.[C:8]1(=O)[C:18]2=[C:19]3[C:14](=[CH:15][CH:16]=[CH:17]2)[CH:13]=[CH:12][CH:11]=[C:10]3[CH2:9]1.S(=O)(=O)(O)O.S[CH2:27][CH2:28][C:29]([OH:31])=O.[C:32]1(C)[CH:37]=CC=C[CH:33]=1, predict the reaction product. (4) Given the reactants CC(C)([O-])C.[K+].C1(C)C=CC(S([CH2:16][N+:17]#[C-])(=O)=O)=CC=1.[O:20]1[CH:24]=[CH:23][CH:22]=[C:21]1[C:25]1[O:26][C:27]([CH3:55])=[C:28]([CH2:30][O:31][C:32]2[CH:52]=[CH:51][C:35]([CH2:36][O:37][C:38]3[CH:42]=[C:41]([CH:43]=O)[N:40]([C:45]4[CH:50]=[CH:49][CH:48]=[CH:47][CH:46]=4)[N:39]=3)=[CH:34][C:33]=2[O:53][CH3:54])[N:29]=1.[Cl-].[NH4+], predict the reaction product. The product is: [O:20]1[CH:24]=[CH:23][CH:22]=[C:21]1[C:25]1[O:26][C:27]([CH3:55])=[C:28]([CH2:30][O:31][C:32]2[CH:52]=[CH:51][C:35]([CH2:36][O:37][C:38]3[CH:42]=[C:41]([CH2:43][C:16]#[N:17])[N:40]([C:45]4[CH:50]=[CH:49][CH:48]=[CH:47][CH:46]=4)[N:39]=3)=[CH:34][C:33]=2[O:53][CH3:54])[N:29]=1.